Dataset: Catalyst prediction with 721,799 reactions and 888 catalyst types from USPTO. Task: Predict which catalyst facilitates the given reaction. (1) Reactant: C(=O)([O-])[O-].[Cs+].[Cs+].[O:7]=[C:8]1[NH:17][CH:16]([C:18]2[CH:25]=[CH:24][C:21]([C:22]#[N:23])=[CH:20][CH:19]=2)[C:15]2[C:14](=[O:26])[CH2:13][CH2:12][CH2:11][C:10]=2[N:9]1[C:27]1[CH:32]=[CH:31][CH:30]=[C:29]([C:33]([F:36])([F:35])[F:34])[CH:28]=1.Br[CH:38]([CH3:43])[C:39]([O:41][CH3:42])=[O:40].O. Product: [C:22]([C:21]1[CH:20]=[CH:19][C:18]([CH:16]2[C:15]3[C:14](=[O:26])[CH2:13][CH2:12][CH2:11][C:10]=3[N:9]([C:27]3[CH:32]=[CH:31][CH:30]=[C:29]([C:33]([F:36])([F:34])[F:35])[CH:28]=3)[C:8](=[O:7])[N:17]2[CH:38]([CH3:43])[C:39]([O:41][CH3:42])=[O:40])=[CH:25][CH:24]=1)#[N:23]. The catalyst class is: 9. (2) Reactant: [CH:1]([C:3]1[O:7][C:6]([C:8]2[CH:13]=[CH:12][C:11]([S:14]([NH-:17])(=[O:16])=[O:15])=[CH:10][CH:9]=2)=[CH:5][CH:4]=1)=O.[CH2:18]([N:25]1[C:29](=[O:30])[CH2:28][S:27][C:26]1=[S:31])[C:19]1[CH:24]=[CH:23][CH:22]=[CH:21][CH:20]=1. Product: [CH2:18]([N:25]1[C:29](=[O:30])[C:28](=[CH:1][C:3]2[O:7][C:6]([C:8]3[CH:9]=[CH:10][C:11]([S:14]([NH2:17])(=[O:15])=[O:16])=[CH:12][CH:13]=3)=[CH:5][CH:4]=2)[S:27][C:26]1=[S:31])[C:19]1[CH:20]=[CH:21][CH:22]=[CH:23][CH:24]=1. The catalyst class is: 360. (3) Reactant: C1C=CC2N(O)N=NC=2C=1.CCN(C(C)C)C(C)C.[C:20]1([C:26]2[O:30][N:29]=[C:28]([C:31]([OH:33])=O)[CH:27]=2)[CH:25]=[CH:24][CH:23]=[CH:22][CH:21]=1.CCN=C=NCCCN(C)C.Cl.Cl.[NH2:47][CH2:48][C:49]([N:51]1[CH2:56][CH2:55][N:54]([C:57](=[O:66])[C:58]2[CH:63]=[C:62]([Cl:64])[CH:61]=[CH:60][C:59]=2[Cl:65])[CH2:53][CH2:52]1)=[O:50]. Product: [Cl:65][C:59]1[CH:60]=[CH:61][C:62]([Cl:64])=[CH:63][C:58]=1[C:57]([N:54]1[CH2:53][CH2:52][N:51]([C:49](=[O:50])[CH2:48][NH:47][C:31]([C:28]2[CH:27]=[C:26]([C:20]3[CH:21]=[CH:22][CH:23]=[CH:24][CH:25]=3)[O:30][N:29]=2)=[O:33])[CH2:56][CH2:55]1)=[O:66]. The catalyst class is: 18. (4) Reactant: [CH2:1]([O:3][C:4](=[O:12])[C:5]1[CH:10]=[CH:9][C:8](Br)=[CH:7][CH:6]=1)[CH3:2].[C:13](=[O:16])([O-])[O-].[Na+].[Na+]. Product: [CH2:1]([O:3][C:4]([C:5]1[CH:10]=[CH:9][C:8]([C:5]2[CH:10]=[CH:9][CH:8]=[CH:7][C:6]=2[O:16][CH3:13])=[CH:7][CH:6]=1)=[O:12])[CH3:2]. The catalyst class is: 11. (5) Reactant: C([O:8][C:9]1[C:10]([CH3:24])=[C:11]([CH3:23])[C:12]([NH:16][CH2:17][CH2:18][CH2:19][CH2:20][CH2:21][CH3:22])=[N:13][C:14]=1[CH3:15])C1C=CC=CC=1. Product: [CH2:17]([NH:16][C:12]1[N:13]=[C:14]([CH3:15])[C:9]([OH:8])=[C:10]([CH3:24])[C:11]=1[CH3:23])[CH2:18][CH2:19][CH2:20][CH2:21][CH3:22]. The catalyst class is: 43. (6) Reactant: [NH2:1][C:2]1[CH:22]=[CH:21][C:5]([O:6][C:7]2[CH:20]=[CH:19][C:10]3[NH:11][C:12]([NH:14][C:15](=[O:18])[O:16][CH3:17])=[N:13][C:9]=3[CH:8]=2)=[CH:4][CH:3]=1.[Cl:23][C:24]1[CH:25]=[C:26]([N:30]=[C:31]=[O:32])[CH:27]=[CH:28][CH:29]=1.C(OCC)C. Product: [Cl:23][C:24]1[CH:25]=[C:26]([NH:30][C:31]([NH:1][C:2]2[CH:22]=[CH:21][C:5]([O:6][C:7]3[CH:20]=[CH:19][C:10]4[NH:11][C:12]([NH:14][C:15](=[O:18])[O:16][CH3:17])=[N:13][C:9]=4[CH:8]=3)=[CH:4][CH:3]=2)=[O:32])[CH:27]=[CH:28][CH:29]=1. The catalyst class is: 1. (7) Reactant: [Cl-].[CH3:2][O:3]C[P+](C1C=CC=CC=1)(C1C=CC=CC=1)C1C=CC=CC=1.CC([O-])(C)C.[K+].[CH3:30][N:31]([CH2:33][CH:34]1[CH2:39][CH2:38][C:37](=O)[CH2:36][CH2:35]1)[CH3:32].O. Product: [CH3:30][N:31]([CH2:33][CH:34]1[CH2:39][CH2:38][CH:37]([CH:2]=[O:3])[CH2:36][CH2:35]1)[CH3:32]. The catalyst class is: 1.